From a dataset of Reaction yield outcomes from USPTO patents with 853,638 reactions. Predict the reaction yield, written as a fraction of the theoretical maximum amount of product (1.0 means a 100% yield; for example, 0.34 means a 34% yield). (1) The reactants are [N:1]1([C:7]2[C:8]3[S:28][C:27]([CH2:29][N:30]4[CH2:35][CH2:34][N:33]([C:36]([CH3:41])([CH3:40])[C:37]([NH2:39])=[O:38])[CH2:32][CH2:31]4)=[CH:26][C:9]=3[N:10]=[C:11]([Sn](CCCC)(CCCC)CCCC)[N:12]=2)[CH2:6][CH2:5][O:4][CH2:3][CH2:2]1.[C:42]1([S:48]([N:51]2[C:55]3=[CH:56][N:57]=[CH:58][C:59](Br)=[C:54]3[CH:53]=[C:52]2[CH2:61][CH3:62])(=[O:50])=[O:49])[CH:47]=[CH:46][CH:45]=[CH:44][CH:43]=1. The catalyst is O1CCOCC1.S1C=CC=C1C([O-])=O.[Cu+].C1C=CC([P]([Pd]([P](C2C=CC=CC=2)(C2C=CC=CC=2)C2C=CC=CC=2)([P](C2C=CC=CC=2)(C2C=CC=CC=2)C2C=CC=CC=2)[P](C2C=CC=CC=2)(C2C=CC=CC=2)C2C=CC=CC=2)(C2C=CC=CC=2)C2C=CC=CC=2)=CC=1. The product is [C:42]1([S:48]([N:51]2[C:55]3=[CH:56][N:57]=[CH:58][C:59]([C:11]4[N:12]=[C:7]([N:1]5[CH2:2][CH2:3][O:4][CH2:5][CH2:6]5)[C:8]5[S:28][C:27]([CH2:29][N:30]6[CH2:35][CH2:34][N:33]([C:36]([CH3:40])([CH3:41])[C:37]([NH2:39])=[O:38])[CH2:32][CH2:31]6)=[CH:26][C:9]=5[N:10]=4)=[C:54]3[CH:53]=[C:52]2[CH2:61][CH3:62])(=[O:50])=[O:49])[CH:47]=[CH:46][CH:45]=[CH:44][CH:43]=1. The yield is 0.640. (2) The reactants are C([O:8][CH:9]([CH3:30])[CH2:10][CH2:11][C:12]1[O:13][C:14]2[C:23]3[CH:22]([CH2:24][CH2:25][NH:26][C:27](=[O:29])[CH3:28])[CH2:21][CH2:20][C:19]=3[CH:18]=[CH:17][C:15]=2[N:16]=1)C1C=CC=CC=1. The catalyst is CO.[C].[Pd]. The product is [OH:8][CH:9]([CH3:30])[CH2:10][CH2:11][C:12]1[O:13][C:14]2[C:23]3[CH:22]([CH2:24][CH2:25][NH:26][C:27](=[O:29])[CH3:28])[CH2:21][CH2:20][C:19]=3[CH:18]=[CH:17][C:15]=2[N:16]=1. The yield is 0.840. (3) The reactants are [Cl:1][CH2:2][C:3](=[O:9])[CH2:4][C:5](OC)=[O:6].[CH:10]([OH:13])([CH3:12])[CH3:11]. The catalyst is CN(C)C1C=CN=CC=1.C1(C)C=CC=CC=1. The product is [Cl:1][CH2:2][C:3](=[O:9])[CH2:4][C:5]([O:13][CH:10]([CH3:12])[CH3:11])=[O:6]. The yield is 0.380. (4) The catalyst is C1COCC1. The reactants are [CH2:1]([C@H:8]([NH:45][C:46](=[O:52])[O:47][C:48]([CH3:51])([CH3:50])[CH3:49])[C@@H:9]([O:37][Si](C(C)(C)C)(C)C)[CH2:10][C@@H:11]([NH:26][C:27]([O:29][CH2:30][C:31]1[CH:36]=[CH:35][CH:34]=[CH:33][CH:32]=1)=[O:28])[CH2:12][C:13]1[CH:18]=[CH:17][C:16]([C:19]2[CH:24]=[CH:23][C:22]([CH3:25])=[CH:21][N:20]=2)=[CH:15][CH:14]=1)[C:2]1[CH:7]=[CH:6][CH:5]=[CH:4][CH:3]=1.CCCC[N+](CCCC)(CCCC)CCCC.[F-]. The product is [CH2:1]([C@H:8]([NH:45][C:46](=[O:52])[O:47][C:48]([CH3:50])([CH3:49])[CH3:51])[C@@H:9]([OH:37])[CH2:10][C@@H:11]([NH:26][C:27]([O:29][CH2:30][C:31]1[CH:36]=[CH:35][CH:34]=[CH:33][CH:32]=1)=[O:28])[CH2:12][C:13]1[CH:18]=[CH:17][C:16]([C:19]2[CH:24]=[CH:23][C:22]([CH3:25])=[CH:21][N:20]=2)=[CH:15][CH:14]=1)[C:2]1[CH:3]=[CH:4][CH:5]=[CH:6][CH:7]=1. The yield is 0.630. (5) The reactants are [Br:1][C:2]1[C:3]([O:11][CH2:12][C:13]2[C:14]([C:19]3[CH:24]=[CH:23][CH:22]=[CH:21][CH:20]=3)=[N:15][O:16][C:17]=2[CH3:18])=[N:4][CH:5]=[C:6]([CH:10]=1)[C:7](O)=[O:8].CC1O[N:29]=[C:28]([C:31]2C=CC=CC=2)[C:27]=1COC1C=CC(C(O)=O)=CN=1.C(N)(C)C. No catalyst specified. The product is [Br:1][C:2]1[C:3]([O:11][CH2:12][C:13]2[C:14]([C:19]3[CH:24]=[CH:23][CH:22]=[CH:21][CH:20]=3)=[N:15][O:16][C:17]=2[CH3:18])=[N:4][CH:5]=[C:6]([CH:10]=1)[C:7]([NH:29][CH:28]([CH3:31])[CH3:27])=[O:8]. The yield is 0.860.